Dataset: Forward reaction prediction with 1.9M reactions from USPTO patents (1976-2016). Task: Predict the product of the given reaction. (1) Given the reactants [CH3:1][NH:2][C:3]([C:5]1[C:9]2[CH:10]=[C:11](B3OC(C)(C)C(C)(C)O3)[C:12]([N:14]([CH3:19])[S:15]([CH3:18])(=[O:17])=[O:16])=[CH:13][C:8]=2[O:7][C:6]=1[C:29]1C=N[C:32]([C:35]([F:38])([F:37])[F:36])=[CH:33][CH:34]=1)=[O:4].Cl[C:40]1[CH:49]=[CH:48][C:47]2[CH2:46][CH2:45][N:44]3[C:50]4[CH:51]=[CH:52][CH:53]=[C:54]([F:57])[C:55]=4[CH:56]=[C:43]3[C:42]=2[N:41]=1.[CH3:58][CH:59](C1C=C(C(C)C)C(C2C=CC=CC=2P(C2CCCCC2)C2CCCCC2)=C(C(C)C)C=1)C.CC(=O)OCC, predict the reaction product. The product is: [F:57][C:54]1[C:55]2[CH:56]=[C:43]3[C:42]4[N:41]=[C:40]([C:13]5[C:12]([N:14]([CH3:19])[S:15]([CH3:18])(=[O:17])=[O:16])=[CH:11][C:10]6[O:7][C:6]([C:29]7[CH:59]=[CH:58][C:32]([C:35]([F:37])([F:38])[F:36])=[CH:33][CH:34]=7)=[C:5]([C:3]([NH:2][CH3:1])=[O:4])[C:9]=6[CH:8]=5)[CH:49]=[CH:48][C:47]=4[CH2:46][CH2:45][N:44]3[C:50]=2[CH:51]=[CH:52][CH:53]=1. (2) Given the reactants [CH3:1][O:2][C:3](=[O:31])[C@H:4]([CH2:16][C:17]1[CH:22]=[CH:21][C:20](OS(C(F)(F)F)(=O)=O)=[CH:19][CH:18]=1)[NH:5][C:6](=[O:15])[C:7]1[C:12]([Cl:13])=[CH:11][CH:10]=[CH:9][C:8]=1[Cl:14].C[Sn](C)(C)[C:34]1[CH:38]=[CH:37][S:36][C:35]=1[C:39]#[N:40].[Li+].[Cl-].[NH4+].[Cl-], predict the reaction product. The product is: [CH3:1][O:2][C:3](=[O:31])[C@H:4]([CH2:16][C:17]1[CH:22]=[CH:21][C:20]([C:34]2[CH:38]=[CH:37][S:36][C:35]=2[C:39]#[N:40])=[CH:19][CH:18]=1)[NH:5][C:6](=[O:15])[C:7]1[C:8]([Cl:14])=[CH:9][CH:10]=[CH:11][C:12]=1[Cl:13]. (3) Given the reactants Cl.[OH:2][CH:3]([C:17]1[C:26]2[C:21](=[CH:22][CH:23]=[CH:24][CH:25]=2)[CH:20]=[CH:19][CH:18]=1)[CH:4]([NH2:16])[CH2:5][C:6]1[CH:11]=[CH:10][C:9]([C:12]([F:15])([F:14])[F:13])=[CH:8][CH:7]=1.[C:27]1([C:37](Cl)=[O:38])[C:36]2[C:31](=[CH:32][CH:33]=[CH:34][CH:35]=2)[CH:30]=[CH:29][CH:28]=1.C(=O)([O-])O.[Na+], predict the reaction product. The product is: [OH:2][CH:3]([C:17]1[C:26]2[C:21](=[CH:22][CH:23]=[CH:24][CH:25]=2)[CH:20]=[CH:19][CH:18]=1)[CH:4]([NH:16][C:37]([C:27]1[C:36]2[C:31](=[CH:32][CH:33]=[CH:34][CH:35]=2)[CH:30]=[CH:29][CH:28]=1)=[O:38])[CH2:5][C:6]1[CH:11]=[CH:10][C:9]([C:12]([F:13])([F:14])[F:15])=[CH:8][CH:7]=1. (4) The product is: [C:1]([O:5][C:6]([N:8]1[CH2:13][CH2:12][C:11]2[NH:23][N:15]=[C:20]([C:19]3[CH:36]=[CH:37][C:29]([Cl:28])=[C:30]([CH3:38])[CH:31]=3)[C:10]=2[CH2:9]1)=[O:7])([CH3:4])([CH3:3])[CH3:2]. Given the reactants [C:1]([O:5][C:6]([N:8]1[CH2:13][CH2:12][C:11](=O)[CH2:10][CH2:9]1)=[O:7])([CH3:4])([CH3:3])[CH3:2].[NH:15]1[CH2:20][CH2:19]OCC1.CC[N:23](CC)CC.[Cl:28][C:29]1[CH:37]=[CH:36]C(C(Cl)=O)=[CH:31][C:30]=1[CH3:38], predict the reaction product. (5) Given the reactants [CH3:1][C:2](=[C:4]1[CH2:9][CH2:8][NH:7][CH2:6][CH2:5]1)[CH3:3].CCN(C(C)C)C(C)C.[Br:19][C:20]1[C:21](Cl)=[C:22]([C:28](=[O:35])[C:29]([O:31][CH:32]([CH3:34])[CH3:33])=[O:30])[C:23]([CH3:27])=[N:24][C:25]=1[CH3:26], predict the reaction product. The product is: [Br:19][C:20]1[C:21]([N:7]2[CH2:8][CH2:9][C:4](=[C:2]([CH3:3])[CH3:1])[CH2:5][CH2:6]2)=[C:22]([C:28](=[O:35])[C:29]([O:31][CH:32]([CH3:33])[CH3:34])=[O:30])[C:23]([CH3:27])=[N:24][C:25]=1[CH3:26]. (6) Given the reactants Cl[CH2:2][C:3]([N:5]1[CH2:10][CH2:9][N:8]([C:11]2[CH:16]=[C:15]([O:17][CH3:18])[C:14]([Cl:19])=[CH:13][CH:12]=2)[CH2:7][C@@H:6]1[CH3:20])=[O:4].[Cl:21][C:22]1[CH:31]=[CH:30][C:25]2[NH:26][C:27](=[O:29])[O:28][C:24]=2[CH:23]=1.C([O-])([O-])=O.[K+].[K+], predict the reaction product. The product is: [Cl:21][C:22]1[CH:31]=[CH:30][C:25]2[N:26]([CH2:2][C:3]([N:5]3[CH2:10][CH2:9][N:8]([C:11]4[CH:12]=[CH:13][C:14]([Cl:19])=[C:15]([O:17][CH3:18])[CH:16]=4)[CH2:7][C@@H:6]3[CH3:20])=[O:4])[C:27](=[O:29])[O:28][C:24]=2[CH:23]=1. (7) Given the reactants [CH2:1]([C:4]1[C:8]2[C:9]([Cl:13])=[N:10][CH:11]=[CH:12][C:7]=2[NH:6][C:5]=1[CH3:14])[CH:2]=[CH2:3].[CH2:15]1[C:24]2[C:19](=[CH:20][CH:21]=[CH:22][CH:23]=2)[CH2:18][CH2:17][NH:16]1, predict the reaction product. The product is: [ClH:13].[CH2:1]([C:4]1[C:8]2[C:9]([N:16]3[CH2:17][CH2:18][C:19]4[C:24](=[CH:23][CH:22]=[CH:21][CH:20]=4)[CH2:15]3)=[N:10][CH:11]=[CH:12][C:7]=2[NH:6][C:5]=1[CH3:14])[CH:2]=[CH2:3].